Dataset: Catalyst prediction with 721,799 reactions and 888 catalyst types from USPTO. Task: Predict which catalyst facilitates the given reaction. (1) Reactant: Br[CH2:2][C:3]1[N:4]=[CH:5][C:6]([NH:9][C:10](=[O:29])[C@@H:11]([C:18]2[CH:23]=[CH:22][C:21]([S:24]([CH3:27])(=[O:26])=[O:25])=[C:20]([Cl:28])[CH:19]=2)[CH2:12][CH:13]2[CH2:17][CH2:16][CH2:15][CH2:14]2)=[N:7][CH:8]=1.[CH3:30][NH:31][CH3:32]. Product: [Cl:28][C:20]1[CH:19]=[C:18]([C@@H:11]([CH2:12][CH:13]2[CH2:14][CH2:15][CH2:16][CH2:17]2)[C:10]([NH:9][C:6]2[CH:5]=[N:4][C:3]([CH2:2][N:31]([CH3:32])[CH3:30])=[CH:8][N:7]=2)=[O:29])[CH:23]=[CH:22][C:21]=1[S:24]([CH3:27])(=[O:26])=[O:25]. The catalyst class is: 7. (2) Reactant: [CH:1](O)=[O:2].C(OC(=O)C)(=O)C.[CH2:11]([O:18][NH:19][CH2:20][C:21]1([C:27]([OH:29])=[O:28])[CH2:26][CH2:25][CH2:24][CH2:23][CH2:22]1)[C:12]1[CH:17]=[CH:16][CH:15]=[CH:14][CH:13]=1. Product: [CH2:11]([O:18][N:19]([CH2:20][C:21]1([C:27]([OH:29])=[O:28])[CH2:26][CH2:25][CH2:24][CH2:23][CH2:22]1)[CH:1]=[O:2])[C:12]1[CH:17]=[CH:16][CH:15]=[CH:14][CH:13]=1. The catalyst class is: 4. (3) Reactant: [C:1]([C:3]1[N:8]=[CH:7][C:6]([NH:9][C@@H:10]2[CH2:15][CH2:14][CH2:13][CH2:12][C@@H:11]2[NH:16]C(=O)OC(C)(C)C)=[CH:5][C:4]=1[NH:24][C:25]1[CH:30]=[CH:29][C:28]([C:31]#[N:32])=[C:27]([CH3:33])[N:26]=1)#[N:2].FC(F)(F)C(O)=O. Product: [NH2:16][C@H:11]1[CH2:12][CH2:13][CH2:14][CH2:15][C@H:10]1[NH:9][C:6]1[CH:5]=[C:4]([NH:24][C:25]2[CH:30]=[CH:29][C:28]([C:31]#[N:32])=[C:27]([CH3:33])[N:26]=2)[C:3]([C:1]#[N:2])=[N:8][CH:7]=1. The catalyst class is: 4.